From a dataset of Reaction yield outcomes from USPTO patents with 853,638 reactions. Predict the reaction yield, written as a fraction of the theoretical maximum amount of product (1.0 means a 100% yield; for example, 0.34 means a 34% yield). (1) The reactants are [C:1]([C@H:5]1[CH2:10][CH2:9][C@H:8]([O:11][C:12]2[CH:13]=[C:14]3[C:19](=[CH:20][CH:21]=2)[CH2:18][C@H:17]([C@@:22]2([CH3:28])[CH2:26][O:25]C(=O)[NH:23]2)[CH2:16][CH2:15]3)[CH2:7][CH2:6]1)([CH3:4])([CH3:3])[CH3:2].[OH-].[Li+].C(O)C.O. No catalyst specified. The product is [NH2:23][C@:22]([C@@H:17]1[CH2:16][CH2:15][C:14]2[C:19](=[CH:20][CH:21]=[C:12]([O:11][C@H:8]3[CH2:7][CH2:6][C@H:5]([C:1]([CH3:4])([CH3:3])[CH3:2])[CH2:10][CH2:9]3)[CH:13]=2)[CH2:18]1)([CH3:28])[CH2:26][OH:25]. The yield is 0.170. (2) The reactants are [Br:1][C:2]1[CH:3]=[N:4][CH:5]=[C:6]([Br:9])[C:7]=1Cl.[NH:10]1[CH2:18][CH2:17][CH:13]([C:14]([NH2:16])=[O:15])[CH2:12][CH2:11]1.C(N(CC)CC)C. The catalyst is CN1C(=O)CCC1. The product is [Br:1][C:2]1[CH:3]=[N:4][CH:5]=[C:6]([Br:9])[C:7]=1[N:10]1[CH2:18][CH2:17][CH:13]([C:14]([NH2:16])=[O:15])[CH2:12][CH2:11]1. The yield is 0.430. (3) The reactants are [C:1]1([C:7]2[NH:11][CH:10]=[C:9]([C:12]([O:14][CH2:15][CH3:16])=[O:13])[CH:8]=2)[CH:6]=[CH:5][CH:4]=[CH:3][CH:2]=1.[H-].[Na+].C1OCCOCCOCCOCCOC1.[S:34]1[CH:38]=[CH:37][CH:36]=[C:35]1[S:39](Cl)(=[O:41])=[O:40]. The catalyst is O1CCCC1.[Cl-].[Na+].O. The product is [C:1]1([C:7]2[N:11]([S:39]([C:35]3[S:34][CH:38]=[CH:37][CH:36]=3)(=[O:41])=[O:40])[CH:10]=[C:9]([C:12]([O:14][CH2:15][CH3:16])=[O:13])[CH:8]=2)[CH:2]=[CH:3][CH:4]=[CH:5][CH:6]=1. The yield is 0.960. (4) The reactants are ClC1[NH:3][N:4]2[C:11]([CH:12]3[CH2:17][CH2:16][O:15][CH2:14][CH2:13]3)=[N:10][CH:9]=[C:5]2[C:6](=[O:8])N=1.[OH-:18].[Na+]. The product is [NH2:3][N:4]1[C:5]([C:6]([OH:8])=[O:18])=[CH:9][N:10]=[C:11]1[CH:12]1[CH2:17][CH2:16][O:15][CH2:14][CH2:13]1. The yield is 0.820. The catalyst is C1COCC1. (5) The reactants are [NH2:1][C@@H:2]([C@H:14]([C:16]1[CH:21]=[CH:20][CH:19]=[CH:18][CH:17]=1)[CH3:15])[C:3]([NH:5][C:6]1[CH:11]=[CH:10][C:9](I)=[CH:8][C:7]=1[F:13])=[O:4].O1CCCC1.[CH2:27]([N:29](CC)CC)C.C1(C)C=CC=CC=1. The catalyst is C(OCC)(=O)C.[C-]#N.[Zn+2].[C-]#N. The product is [NH2:1][C@@H:2]([C@H:14]([C:16]1[CH:21]=[CH:20][CH:19]=[CH:18][CH:17]=1)[CH3:15])[C:3]([NH:5][C:6]1[CH:11]=[CH:10][C:9]([C:27]#[N:29])=[CH:8][C:7]=1[F:13])=[O:4]. The yield is 0.202. (6) The reactants are C[O:2][C:3](=[O:36])[CH2:4][N:5]1[C:13]2[C:8](=[CH:9][C:10]([O:14][CH2:15][CH2:16][CH2:17][O:18][C:19]3[CH:24]=[CH:23][C:22]([C:25]4[S:26][CH:27]=[C:28]([O:30][CH:31]([CH3:33])[CH3:32])[N:29]=4)=[CH:21][C:20]=3[O:34][CH3:35])=[CH:11][CH:12]=2)[CH:7]=[CH:6]1.O[Li].O. The catalyst is C1COCC1.O. The product is [CH:31]([O:30][C:28]1[N:29]=[C:25]([C:22]2[CH:23]=[CH:24][C:19]([O:18][CH2:17][CH2:16][CH2:15][O:14][C:10]3[CH:9]=[C:8]4[C:13](=[CH:12][CH:11]=3)[N:5]([CH2:4][C:3]([OH:36])=[O:2])[CH:6]=[CH:7]4)=[C:20]([O:34][CH3:35])[CH:21]=2)[S:26][CH:27]=1)([CH3:32])[CH3:33]. The yield is 0.910.